Dataset: Full USPTO retrosynthesis dataset with 1.9M reactions from patents (1976-2016). Task: Predict the reactants needed to synthesize the given product. (1) Given the product [CH:25]1([C@H:31]([NH3+:33])[CH3:32])[CH2:30][CH2:29][CH2:28][CH2:27][CH2:26]1.[CH3:24][O:23][C:20]1[CH:21]=[CH:22][C:16]2[NH:15][C:14]([S@:12]([CH2:11][C:5]3[C:6]([CH3:10])=[C:7]([O:8][CH3:9])[C:2]([CH3:1])=[CH:3][N:4]=3)=[O:13])=[N:18][C:17]=2[CH:19]=1, predict the reactants needed to synthesize it. The reactants are: [CH3:1][C:2]1[C:7]([O:8][CH3:9])=[C:6]([CH3:10])[C:5]([CH2:11][S@@:12]([C:14]2[NH:18][C:17]3[CH:19]=[C:20]([O:23][CH3:24])[CH:21]=[CH:22][C:16]=3[N:15]=2)=[O:13])=[N:4][CH:3]=1.[CH:25]1([C@H:31]([NH2:33])[CH3:32])[CH2:30][CH2:29][CH2:28][CH2:27][CH2:26]1. (2) Given the product [Cl:26][C:20]1[CH:21]=[C:22]([Cl:25])[CH:23]=[CH:24][C:19]=1[O:18][C:13]1[CH:14]=[CH:15][CH:16]=[CH:17][C:12]=1[NH:11][S:8]([C:5]1[CH:4]=[CH:3][C:2]([NH:1][C:29](=[O:30])[C:28]([F:39])([F:38])[F:27])=[CH:7][CH:6]=1)(=[O:9])=[O:10], predict the reactants needed to synthesize it. The reactants are: [NH2:1][C:2]1[CH:7]=[CH:6][C:5]([S:8]([NH:11][C:12]2[CH:17]=[CH:16][CH:15]=[CH:14][C:13]=2[O:18][C:19]2[CH:24]=[CH:23][C:22]([Cl:25])=[CH:21][C:20]=2[Cl:26])(=[O:10])=[O:9])=[CH:4][CH:3]=1.[F:27][C:28]([F:39])([F:38])[C:29](O[C:29](=[O:30])[C:28]([F:39])([F:38])[F:27])=[O:30]. (3) The reactants are: [NH2:1][C:2]1[N:11]=[C:10]2[C:5]([CH2:6][CH2:7][C:8]3[C:14]([C:15]([NH2:17])=[O:16])=[C:13](I)[N:12]([CH3:19])[C:9]=32)=[CH:4][N:3]=1.[C:20]1(B(O)O)[CH:25]=[CH:24][CH:23]=[CH:22][CH:21]=1.[Li+].[Cl-].C([O-])([O-])=O.[Na+].[Na+]. Given the product [NH2:1][C:2]1[N:11]=[C:10]2[C:5]([CH2:6][CH2:7][C:8]3[C:14]([C:15]([NH2:17])=[O:16])=[C:13]([C:20]4[CH:25]=[CH:24][CH:23]=[CH:22][CH:21]=4)[N:12]([CH3:19])[C:9]=32)=[CH:4][N:3]=1, predict the reactants needed to synthesize it. (4) Given the product [C:14]([C:17]1[CH:22]=[CH:21][C:20]([O:10][CH:8]2[CH2:9][N:3]([CH2:1][CH3:2])[CH2:4][CH2:5][C:6]3[S:13][CH:12]=[CH:11][C:7]2=3)=[C:19]([Cl:24])[CH:18]=1)(=[O:16])[NH2:15], predict the reactants needed to synthesize it. The reactants are: [CH2:1]([N:3]1[CH2:9][CH:8]([OH:10])[C:7]2[CH:11]=[CH:12][S:13][C:6]=2[CH2:5][CH2:4]1)[CH3:2].[C:14]([C:17]1[CH:22]=[CH:21][C:20](F)=[C:19]([Cl:24])[CH:18]=1)(=[O:16])[NH2:15]. (5) Given the product [CH3:17][C:18]1[O:22][C:21]([C:23]2[CH:28]=[CH:27][C:26]([CH3:29])=[CH:25][CH:24]=2)=[N:20][C:19]=1[CH2:30][CH2:31][O:1][C:2]1[CH:3]=[C:4]2[C:8](=[CH:9][CH:10]=1)[C@H:7]([CH2:11][C:12]([O:14][CH2:15][CH3:16])=[O:13])[CH2:6][CH2:5]2, predict the reactants needed to synthesize it. The reactants are: [OH:1][C:2]1[CH:3]=[C:4]2[C:8](=[CH:9][CH:10]=1)[C@H:7]([CH2:11][C:12]([O:14][CH2:15][CH3:16])=[O:13])[CH2:6][CH2:5]2.[CH3:17][C:18]1[O:22][C:21]([C:23]2[CH:28]=[CH:27][C:26]([CH3:29])=[CH:25][CH:24]=2)=[N:20][C:19]=1[CH2:30][CH2:31]O.CN(C(/N=N/C(N(C)C)=O)=O)C.C1C=CC(P(C2C=CC=CC=2)C2C=CC=CC=2)=CC=1. (6) Given the product [Cl:34][C:32]1[CH:33]=[C:28]([N:27]2[C:26](=[O:36])[C@@:25]([CH3:49])([CH2:37][C:38]3[CH:39]=[CH:40][C:41]([O:44][C:45]([F:48])([F:47])[F:46])=[CH:42][CH:43]=3)[N:24]3[C:20]([C:18]([NH:17][CH:15]([CH3:16])[C:14]([N:10]4[CH2:11][CH2:12][CH2:13][C@@H:8]([C:6]5[NH:53][N:52]=[C:4]([OH:51])[CH:5]=5)[CH2:9]4)=[O:50])=[O:19])=[CH:21][N:22]=[C:23]23)[CH:29]=[C:30]([Cl:35])[CH:31]=1, predict the reactants needed to synthesize it. The reactants are: C(O[C:4](=[O:51])[CH2:5][C:6]([C@@H:8]1[CH2:13][CH2:12][CH2:11][N:10]([C:14](=[O:50])[C@@H:15]([NH:17][C:18]([C:20]2[N:24]3[C@:25]([CH3:49])([CH2:37][C:38]4[CH:43]=[CH:42][C:41]([O:44][C:45]([F:48])([F:47])[F:46])=[CH:40][CH:39]=4)[C:26](=[O:36])[N:27]([C:28]4[CH:33]=[C:32]([Cl:34])[CH:31]=[C:30]([Cl:35])[CH:29]=4)[C:23]3=[N:22][CH:21]=2)=[O:19])[CH3:16])[CH2:9]1)=O)C.[NH2:52][NH2:53]. (7) Given the product [CH3:39][O:38][C:35]1[CH:34]=[CH:33][C:32]([CH2:31][N:25]([C:26]2[S:27][CH:28]=[CH:29][N:30]=2)[S:22]([C:19]2[CH:20]=[CH:21][C:13]3[N:12]([C:3]4[CH:4]=[CH:5][C:6]([C:8]([F:9])([F:11])[F:10])=[CH:7][C:2]=4[C:45]4[N:41]([CH3:40])[N:42]=[CH:43][CH:44]=4)[CH2:17][CH2:16][O:15][C:14]=3[CH:18]=2)(=[O:24])=[O:23])=[CH:37][CH:36]=1, predict the reactants needed to synthesize it. The reactants are: Cl[C:2]1[CH:7]=[C:6]([C:8]([F:11])([F:10])[F:9])[CH:5]=[CH:4][C:3]=1[N:12]1[CH2:17][CH2:16][O:15][C:14]2[CH:18]=[C:19]([S:22]([N:25]([CH2:31][C:32]3[CH:37]=[CH:36][C:35]([O:38][CH3:39])=[CH:34][CH:33]=3)[C:26]3[S:27][CH:28]=[CH:29][N:30]=3)(=[O:24])=[O:23])[CH:20]=[CH:21][C:13]1=2.[CH3:40][N:41]1[C:45](B2OC(C)(C)C(C)(C)O2)=[CH:44][CH:43]=[N:42]1.P([O-])([O-])([O-])=O.[K+].[K+].[K+].